This data is from Full USPTO retrosynthesis dataset with 1.9M reactions from patents (1976-2016). The task is: Predict the reactants needed to synthesize the given product. Given the product [Br:22][C:20]1[CH:21]=[C:16]([NH:14][C:11]2[CH:10]=[CH:9][C:8]([CH:5]3[CH2:6][CH2:7][N:2]([CH3:1])[CH2:3][CH2:4]3)=[CH:13][N:12]=2)[C:17](=[O:24])[N:18]([CH3:23])[CH:19]=1, predict the reactants needed to synthesize it. The reactants are: [CH3:1][N:2]1[CH2:7][CH2:6][CH:5]([C:8]2[CH:9]=[CH:10][C:11]([NH2:14])=[N:12][CH:13]=2)[CH2:4][CH2:3]1.Br[C:16]1[C:17](=[O:24])[N:18]([CH3:23])[CH:19]=[C:20]([Br:22])[CH:21]=1.CC1(C)C2C(=C(P(C3C=CC=CC=3)C3C=CC=CC=3)C=CC=2)OC2C(P(C3C=CC=CC=3)C3C=CC=CC=3)=CC=CC1=2.C([O-])([O-])=O.[Cs+].[Cs+].